Task: Predict the product of the given reaction.. Dataset: Forward reaction prediction with 1.9M reactions from USPTO patents (1976-2016) (1) Given the reactants [CH3:1]OC([C@@H]1C[C@@H](O)CCN1C(OC(C)(C)C)=O)=O.[CH3:19][O:20][C:21]([C@@H:23]1[CH2:27][C@H:26]([NH2:28])[CH2:25][N:24]1[CH2:29][CH:30]1[CH2:35][CH2:34][CH2:33][CH2:32][CH2:31]1)=[O:22], predict the reaction product. The product is: [CH3:19][O:20][C:21]([C@@H:23]1[CH2:27][C@H:26]([NH2:28])[CH2:25][CH2:1][N:24]1[CH2:29][CH:30]1[CH2:31][CH2:32][CH2:33][CH2:34][CH2:35]1)=[O:22]. (2) Given the reactants Cl[C:2]1[S:6][N:5]=[C:4]([S:7][CH3:8])[N:3]=1.[Br-].[CH:10]1([Zn+])[CH2:14][CH2:13][CH2:12][CH2:11]1, predict the reaction product. The product is: [CH3:8][S:7][C:4]1[N:3]=[C:2]([CH:10]2[CH2:14][CH2:13][CH2:12][CH2:11]2)[S:6][N:5]=1. (3) Given the reactants [Al+3:1].[Cl-].[Cl-].[Cl-].[C:5]1([Mg]Br)[CH:10]=[CH:9][CH:8]=[CH:7][CH:6]=1, predict the reaction product. The product is: [C:5]1([Al:1]([C:5]2[CH:10]=[CH:9][CH:8]=[CH:7][CH:6]=2)[C:5]2[CH:10]=[CH:9][CH:8]=[CH:7][CH:6]=2)[CH:10]=[CH:9][CH:8]=[CH:7][CH:6]=1.